From a dataset of Full USPTO retrosynthesis dataset with 1.9M reactions from patents (1976-2016). Predict the reactants needed to synthesize the given product. (1) Given the product [Cl:38][C:35]1[CH:36]=[CH:37][C:32]([O:1][C:2]2[CH:3]=[C:4]([C@@H:8]3[CH2:12][C:11]4([CH2:17][CH2:16][N:15]([C:18]([NH:52][C:48]5[N:47]=[N:46][CH:51]=[CH:50][CH:49]=5)=[O:20])[CH2:14][CH2:13]4)[O:10][CH2:9]3)[CH:5]=[CH:6][CH:7]=2)=[N:33][CH:34]=1, predict the reactants needed to synthesize it. The reactants are: [OH:1][C:2]1[CH:3]=[C:4]([C@@H:8]2[CH2:12][C:11]3([CH2:17][CH2:16][N:15]([C:18]([O:20]C(C)(C)C)=O)[CH2:14][CH2:13]3)[O:10][CH2:9]2)[CH:5]=[CH:6][CH:7]=1.C(=O)([O-])[O-].[Cs+].[Cs+].Cl[C:32]1[CH:37]=[CH:36][C:35]([Cl:38])=[CH:34][N:33]=1.Cl.O1CCOCC1.[N:46]1[CH:51]=[CH:50][CH:49]=[C:48]([NH:52]C(=O)OC2C=CC=CC=2)[N:47]=1.CCN(C(C)C)C(C)C. (2) Given the product [NH2:1][C:4]1[CH:5]=[C:6]([CH2:11][C@@H:12]([C:13]2[O:14][CH:15]=[C:16]([C:18]3[CH:23]=[CH:22][C:21]([Cl:24])=[CH:20][C:19]=3[Cl:25])[N:17]=2)[NH:26][C:27]([C@H:29]2[CH2:34][CH2:33][C@H:32]([CH2:35][CH3:36])[CH2:31][CH2:30]2)=[O:28])[CH:7]=[CH:8][C:9]=1[O:10][CH2:38][C:39]1[CH:48]=[CH:47][C:42]([C:43]([OH:45])=[O:44])=[CH:41][CH:40]=1, predict the reactants needed to synthesize it. The reactants are: [N+:1]([C:4]1[CH:5]=[C:6]([CH2:11][C@H:12]([NH:26][C:27]([C@H:29]2[CH2:34][CH2:33][C@H:32]([CH2:35][CH3:36])[CH2:31][CH2:30]2)=[O:28])[C:13]2[O:14][CH:15]=[C:16]([C:18]3[CH:23]=[CH:22][C:21]([Cl:24])=[CH:20][C:19]=3[Cl:25])[N:17]=2)[CH:7]=[CH:8][C:9]=1[OH:10])([O-])=O.Br[CH2:38][C:39]1[CH:48]=[CH:47][C:42]([C:43]([O:45]C)=[O:44])=[CH:41][CH:40]=1. (3) Given the product [Cl:1][C:2]1[N:7]=[C:6]([O:8][CH2:16][C:17]2[CH:22]=[CH:21][CH:20]=[CH:19][C:18]=2[CH2:23][C:24]([O:26][CH3:27])=[O:25])[CH:5]=[CH:4][CH:3]=1, predict the reactants needed to synthesize it. The reactants are: [Cl:1][C:2]1[N:7]=[C:6]([OH:8])[CH:5]=[CH:4][CH:3]=1.C([O-])([O-])=O.[K+].[K+].Cl[CH2:16][C:17]1[CH:22]=[CH:21][CH:20]=[CH:19][C:18]=1[CH2:23][C:24]([O:26][CH3:27])=[O:25]. (4) Given the product [C:5]1([C:9]2[CH:14]=[CH:13][C:12]([OH:15])=[CH:11][CH:10]=2)[CH:6]=[CH:7][CH:8]=[C:3]([OH:2])[CH:4]=1, predict the reactants needed to synthesize it. The reactants are: C[O:2][C:3]1[CH:4]=[C:5]([C:9]2[CH:14]=[CH:13][C:12]([O:15]C3CCCCO3)=[CH:11][CH:10]=2)[CH:6]=[CH:7][CH:8]=1.CC1C=CC(S(O)(=O)=O)=CC=1.B(Br)(Br)Br. (5) Given the product [NH2:17][C:13]1[CH:12]=[C:11]([CH:16]=[CH:15][CH:14]=1)[CH2:10][NH:9][C:7]([C:4]1[CH:5]=[CH:6][C:1]([C:25]2[CH:30]=[CH:29][CH:28]=[CH:27][CH:26]=2)=[CH:2][CH:3]=1)=[O:8], predict the reactants needed to synthesize it. The reactants are: [C:1]1([C:25]2[CH:30]=[CH:29][CH:28]=[CH:27][CH:26]=2)[CH:6]=[CH:5][C:4]([C:7]([NH:9][CH2:10][C:11]2[CH:12]=[C:13]([NH:17]C(=O)OC(C)(C)C)[CH:14]=[CH:15][CH:16]=2)=[O:8])=[CH:3][CH:2]=1.FC(F)(F)C(O)=O.O. (6) Given the product [NH2:1][C:2](=[O:39])[C@@H:3]([N:23]1[CH2:26][C:25]2([CH2:30][CH2:29][CH2:28][N:27]2[C:31]([O:33][C:34]([CH3:35])([CH3:37])[CH3:36])=[O:32])[C:24]1=[O:38])[CH2:4][OH:5], predict the reactants needed to synthesize it. The reactants are: [NH2:1][C:2](=[O:39])[C@@H:3]([N:23]1[CH2:26][C:25]2([CH2:30][CH2:29][CH2:28][N:27]2[C:31]([O:33][C:34]([CH3:37])([CH3:36])[CH3:35])=[O:32])[C:24]1=[O:38])[CH2:4][O:5][Si](C(C)(C)C)(C1C=CC=CC=1)C1C=CC=CC=1.CCCC[N+](CCCC)(CCCC)CCCC.[F-]. (7) Given the product [C:1](=[N:14][C:15]1[CH:16]=[CH:17][C:18]([F:30])=[C:19]([C:21]23[CH2:28][CH:27]2[CH2:26][O:25][CH2:24][C:23](=[S:40])[NH:22]3)[CH:20]=1)([C:8]1[CH:13]=[CH:12][CH:11]=[CH:10][CH:9]=1)[C:2]1[CH:7]=[CH:6][CH:5]=[CH:4][CH:3]=1, predict the reactants needed to synthesize it. The reactants are: [C:1](=[N:14][C:15]1[CH:16]=[CH:17][C:18]([F:30])=[C:19]([C:21]23[CH2:28][CH:27]2[CH2:26][O:25][CH2:24][C:23](=O)[NH:22]3)[CH:20]=1)([C:8]1[CH:13]=[CH:12][CH:11]=[CH:10][CH:9]=1)[C:2]1[CH:7]=[CH:6][CH:5]=[CH:4][CH:3]=1.COC1C=CC(P2(=S)SP(=S)(C3C=CC(OC)=CC=3)[S:40]2)=CC=1.C([O-])(O)=O.[Na+]. (8) Given the product [NH:3]1[CH:7]=[CH:6][CH:5]=[C:4]1[CH2:9][C:10]([OH:12])=[O:11], predict the reactants needed to synthesize it. The reactants are: [H-].[Na+].[NH:3]1[CH:7]=[CH:6][CH:5]=[CH:4]1.I[CH2:9][C:10]([O:12]CC)=[O:11]. (9) The reactants are: [F:1][C:2]1[CH:3]=[CH:4][C:5]([C:32]([F:35])([F:34])[F:33])=[C:6]([CH:8]2[CH2:13][CH2:12][N:11]([C:14]([C:16]3[C:20]4[CH2:21][N:22](C(OC(C)(C)C)=O)[CH2:23][CH2:24][C:19]=4[NH:18][N:17]=3)=[O:15])[CH2:10][CH2:9]2)[CH:7]=1.[ClH:36]. Given the product [ClH:36].[F:1][C:2]1[CH:3]=[CH:4][C:5]([C:32]([F:35])([F:33])[F:34])=[C:6]([CH:8]2[CH2:13][CH2:12][N:11]([C:14]([C:16]3[C:20]4[CH2:21][NH:22][CH2:23][CH2:24][C:19]=4[NH:18][N:17]=3)=[O:15])[CH2:10][CH2:9]2)[CH:7]=1, predict the reactants needed to synthesize it.